This data is from Experimental lipophilicity measurements (octanol/water distribution) for 4,200 compounds from AstraZeneca. The task is: Regression/Classification. Given a drug SMILES string, predict its absorption, distribution, metabolism, or excretion properties. Task type varies by dataset: regression for continuous measurements (e.g., permeability, clearance, half-life) or binary classification for categorical outcomes (e.g., BBB penetration, CYP inhibition). For this dataset (lipophilicity_astrazeneca), we predict Y. (1) The compound is CNc1c(Br)cnc2[nH]c(-c3ccc(OCCCN4CCOCC4)cc3)nc12. The Y is 2.96 logD. (2) The drug is c1ccc(C2CCNCC2)cc1. The Y is 0.540 logD. (3) The drug is C#Cc1cccc(Nc2ncnc3cc(OCCOC)c(OCCOC)cc23)c1. The Y is 3.35 logD.